Dataset: Full USPTO retrosynthesis dataset with 1.9M reactions from patents (1976-2016). Task: Predict the reactants needed to synthesize the given product. (1) Given the product [Br:1][C:2]1[CH:3]=[C:4]([C:8]2([C:12]([N:28]=[N+:29]=[N-:30])=[O:14])[CH2:11][CH2:10][CH2:9]2)[CH:5]=[CH:6][CH:7]=1, predict the reactants needed to synthesize it. The reactants are: [Br:1][C:2]1[CH:3]=[C:4]([C:8]2([C:12]([OH:14])=O)[CH2:11][CH2:10][CH2:9]2)[CH:5]=[CH:6][CH:7]=1.C(N(CC)CC)C.ClC(OCC)=O.[N-:28]=[N+:29]=[N-:30].[Na+]. (2) The reactants are: [CH2:1]([C:8]1[NH:13][C:12](=[O:14])[C:11]([C:15]2[CH:20]=[CH:19][C:18]([OH:21])=[CH:17][CH:16]=2)=[CH:10][N:9]=1)[C:2]1[CH:7]=[CH:6][CH:5]=[CH:4][CH:3]=1.Cl[C:23]1[C:32]2[C:27](=[CH:28][C:29]([O:35][CH2:36][CH2:37][CH2:38][N:39]3[CH2:44][CH2:43][O:42][CH2:41][CH2:40]3)=[C:30]([O:33][CH3:34])[CH:31]=2)[N:26]=[CH:25][CH:24]=1. Given the product [CH2:1]([C:8]1[NH:13][C:12](=[O:14])[C:11]([C:15]2[CH:16]=[CH:17][C:18]([O:21][C:23]3[C:32]4[C:27](=[CH:28][C:29]([O:35][CH2:36][CH2:37][CH2:38][N:39]5[CH2:40][CH2:41][O:42][CH2:43][CH2:44]5)=[C:30]([O:33][CH3:34])[CH:31]=4)[N:26]=[CH:25][CH:24]=3)=[CH:19][CH:20]=2)=[CH:10][N:9]=1)[C:2]1[CH:3]=[CH:4][CH:5]=[CH:6][CH:7]=1, predict the reactants needed to synthesize it. (3) Given the product [F:1][C:2]1[CH:10]=[CH:9][CH:8]=[C:7]2[C:3]=1[C:4]([CH2:40][C:39]1[CH:43]=[CH:44][C:36]([S:35][CH3:34])=[CH:37][CH:38]=1)=[CH:5][N:6]2[C@@H:11]1[O:28][C@H:27]([CH2:29][OH:30])[C@@H:22]([OH:23])[C@H:17]([OH:18])[C@H:12]1[OH:13], predict the reactants needed to synthesize it. The reactants are: [F:1][C:2]1[CH:10]=[CH:9][CH:8]=[C:7]2[C:3]=1[CH:4]=[CH:5][N:6]2[C@@H:11]1[O:28][C@H:27]([CH2:29][O:30]C(=O)C)[C@@H:22]([O:23]C(=O)C)[C@H:17]([O:18]C(=O)C)[C@H:12]1[O:13]C(=O)C.[CH3:34][S:35][C:36]1[CH:44]=[CH:43][C:39]([C:40](Cl)=O)=[CH:38][CH:37]=1. (4) Given the product [CH3:1][O:2][C:3](=[O:13])[C:4]1[CH:9]=[CH:8][C:7]([O:10][CH2:23][CH:24]2[CH2:26][CH2:25]2)=[C:6]([O:11][CH3:12])[CH:5]=1, predict the reactants needed to synthesize it. The reactants are: [CH3:1][O:2][C:3](=[O:13])[C:4]1[CH:9]=[CH:8][C:7]([OH:10])=[C:6]([O:11][CH3:12])[CH:5]=1.[Na+].[I-].C([O-])([O-])=O.[K+].[K+].Br[CH2:23][CH:24]1[CH2:26][CH2:25]1. (5) The reactants are: C([N:4]([C:6](=[O:37])[C:7]1[CH:12]=[C:11]([C:13]#[N:14])[CH:10]=[CH:9][C:8]=1[CH:15]1[C:20]2[C:21](=[O:24])[CH2:22][CH2:23][C:19]=2[N:18]([C:25]2[CH:30]=[CH:29]N=[C:27]([C:31]([F:34])([F:33])[F:32])[CH:26]=2)[C:17](=[O:35])[N:16]1[CH3:36])[NH2:5])(=O)C.[OH-].COC(NS([N+](CC)(CC)[CH2:48][CH3:49])(=O)=O)=O.Cl[CH2:55]Cl. Given the product [CH3:36][N:16]1[CH:15]([C:8]2[CH:9]=[CH:10][C:11]([C:13]#[N:14])=[CH:12][C:7]=2[C:6]2[O:37][C:48]([CH3:49])=[N:5][N:4]=2)[C:20]2[C:21](=[O:24])[CH2:22][CH2:23][C:19]=2[N:18]([C:25]2[CH:30]=[CH:29][CH:55]=[C:27]([C:31]([F:32])([F:33])[F:34])[CH:26]=2)[C:17]1=[O:35], predict the reactants needed to synthesize it.